Dataset: Catalyst prediction with 721,799 reactions and 888 catalyst types from USPTO. Task: Predict which catalyst facilitates the given reaction. (1) Reactant: [Cl:1][C:2]1[N:7]=[N:6][C:5]([NH:8][S:9]([C:12]2[CH:13]=[C:14]([CH:19]=[CH:20][CH:21]=2)[C:15]([O:17]C)=[O:16])(=[O:11])=[O:10])=[C:4]([OH:22])[CH:3]=1.[OH-].[Na+]. Product: [Cl:1][C:2]1[N:7]=[N:6][C:5]([NH:8][S:9]([C:12]2[CH:13]=[C:14]([CH:19]=[CH:20][CH:21]=2)[C:15]([OH:17])=[O:16])(=[O:11])=[O:10])=[C:4]([OH:22])[CH:3]=1. The catalyst class is: 14. (2) Reactant: [CH3:1][O:2][C:3]([C:5]1[C:13]2[O:12][C:11](Cl)=[N:10][C:9]=2[CH:8]=[CH:7][CH:6]=1)=[O:4].[C:15]([O:19][C:20]([N:22]1[CH2:27][CH2:26][CH:25]([NH2:28])[CH2:24][CH2:23]1)=[O:21])([CH3:18])([CH3:17])[CH3:16].C(N(CC)CC)C. Product: [CH3:1][O:2][C:3]([C:5]1[C:13]2[O:12][C:11]([NH:28][CH:25]3[CH2:24][CH2:23][N:22]([C:20]([O:19][C:15]([CH3:18])([CH3:17])[CH3:16])=[O:21])[CH2:27][CH2:26]3)=[N:10][C:9]=2[CH:8]=[CH:7][CH:6]=1)=[O:4]. The catalyst class is: 10. (3) Reactant: [H-].[Al+3].[Li+].[H-].[H-].[H-].C[Si](C)(C)[O:9][C:10]1([C:20]#[N:21])[C:19]2[C:14](=[CH:15][CH:16]=[CH:17][CH:18]=2)[CH2:13][CH2:12][CH2:11]1.[F-].[Na+].O. Product: [NH2:21][CH2:20][C:10]1([OH:9])[C:19]2[C:14](=[CH:15][CH:16]=[CH:17][CH:18]=2)[CH2:13][CH2:12][CH2:11]1. The catalyst class is: 7. (4) Reactant: [F:1][C:2]1[CH:7]=[CH:6][C:5]([C:8]2[CH2:13][CH2:12][N:11]([C:14]([O:16][C:17]([CH3:20])([CH3:19])[CH3:18])=[O:15])[CH2:10][CH:9]=2)=[CH:4][CH:3]=1. Product: [F:1][C:2]1[CH:7]=[CH:6][C:5]([CH:8]2[CH2:9][CH2:10][N:11]([C:14]([O:16][C:17]([CH3:20])([CH3:19])[CH3:18])=[O:15])[CH2:12][CH2:13]2)=[CH:4][CH:3]=1. The catalyst class is: 50. (5) Reactant: [C:1]([O:5][C:6]([N:8]1[CH2:13][CH2:12][CH2:11][C@H:10]([NH:14][C:15]([C:17]2[C:21]([NH:22][C:23]([NH2:25])=[O:24])=[CH:20][N:19]([C:26]3[CH:31]=[CH:30][CH:29]=[C:28]([F:32])[CH:27]=3)[CH:18]=2)=[O:16])[CH2:9]1)=[O:7])([CH3:4])([CH3:3])[CH3:2].N[CH2:34][CH2:35][OH:36].C(OCC)(=O)C. Product: [C:1]([O:5][C:6]([N:8]1[CH2:13][CH2:12][CH2:11][C@H:10]([NH:14][C:15]([C:17]2[C:21]([NH:22][C:23]([NH:25][CH2:34][CH2:35][OH:36])=[O:24])=[CH:20][N:19]([C:26]3[CH:31]=[CH:30][CH:29]=[C:28]([F:32])[CH:27]=3)[CH:18]=2)=[O:16])[CH2:9]1)=[O:7])([CH3:4])([CH3:2])[CH3:3]. The catalyst class is: 2. (6) Reactant: [F:1][C:2]([F:17])([F:16])[CH:3]([C:5]1[CH2:6][C:7](F)([C:11]([F:14])([F:13])[F:12])[CH:8]=[CH:9][CH:10]=1)[NH2:4].[C:18]([O:22][C:23]([NH:25][CH2:26][C:27]1[CH:28]=[C:29]2[CH:36]=[C:35]([C:37](O)=[O:38])[NH:34][C:30]2=[N:31][C:32]=1[CH3:33])=[O:24])([CH3:21])([CH3:20])[CH3:19].F[P-](F)(F)(F)(F)F.N1(OC(N(C)C)=[N+](C)C)C2C=CC=CC=2N=N1.CN1CCOCC1. Product: [CH3:33][C:32]1[N:31]=[C:30]2[NH:34][C:35]([C:37](=[O:38])[NH:4][CH:3]([C:5]3[CH:10]=[CH:9][CH:8]=[C:7]([C:11]([F:14])([F:13])[F:12])[CH:6]=3)[C:2]([F:17])([F:16])[F:1])=[CH:36][C:29]2=[CH:28][C:27]=1[CH2:26][NH:25][C:23](=[O:24])[O:22][C:18]([CH3:20])([CH3:19])[CH3:21]. The catalyst class is: 35.